Dataset: Reaction yield outcomes from USPTO patents with 853,638 reactions. Task: Predict the reaction yield, written as a fraction of the theoretical maximum amount of product (1.0 means a 100% yield; for example, 0.34 means a 34% yield). (1) The reactants are I.[NH2:2][C:3]1[C:4]([C:11]([NH:13][C:14](=[NH:17])SC)=[O:12])=[N:5][C:6]([Cl:10])=[C:7]([NH2:9])[N:8]=1.[C:18]([CH2:21][C:22]1[CH:27]=[CH:26][C:25]([CH2:28][CH2:29][CH2:30][CH2:31][NH2:32])=[CH:24][CH:23]=1)([OH:20])=[O:19]. The catalyst is C1COCC1. The product is [ClH:10].[C:18]([CH2:21][C:22]1[CH:27]=[CH:26][C:25]([CH2:28][CH2:29][CH2:30][CH2:31][NH:32][C:14]([NH:13][C:11]([C:4]2[C:3]([NH2:2])=[N:8][C:7]([NH2:9])=[C:6]([Cl:10])[N:5]=2)=[O:12])=[NH:17])=[CH:24][CH:23]=1)([OH:20])=[O:19]. The yield is 0.250. (2) The reactants are Cl.COCCOC[N:8]([C:23]1[O:27][N:26]=[C:25]([CH3:28])[C:24]=1[CH3:29])[S:9]([C:12]1[S:13][C:14]([C:17]2[CH:22]=[CH:21][CH:20]=[CH:19][CH:18]=2)=[CH:15][CH:16]=1)(=[O:11])=[O:10]. The catalyst is C(O)C. The product is [CH3:28][C:25]1[C:24]([CH3:29])=[C:23]([NH:8][S:9]([C:12]2[S:13][C:14]([C:17]3[CH:22]=[CH:21][CH:20]=[CH:19][CH:18]=3)=[CH:15][CH:16]=2)(=[O:11])=[O:10])[O:27][N:26]=1. The yield is 0.420.